This data is from Peptide-MHC class I binding affinity with 185,985 pairs from IEDB/IMGT. The task is: Regression. Given a peptide amino acid sequence and an MHC pseudo amino acid sequence, predict their binding affinity value. This is MHC class I binding data. (1) The peptide sequence is STTENAAYQV. The MHC is HLA-A68:02 with pseudo-sequence HLA-A68:02. The binding affinity (normalized) is 0.749. (2) The peptide sequence is KLMPGSIYV. The MHC is HLA-C07:01 with pseudo-sequence HLA-C07:01. The binding affinity (normalized) is 0.347. (3) The peptide sequence is MEFEPFQSL. The MHC is HLA-B39:01 with pseudo-sequence HLA-B39:01. The binding affinity (normalized) is 0.706. (4) The peptide sequence is EVREFLGSY. The MHC is HLA-A80:01 with pseudo-sequence HLA-A80:01. The binding affinity (normalized) is 0.463. (5) The peptide sequence is DYCNVLNKEF. The MHC is HLA-A23:01 with pseudo-sequence HLA-A23:01. The binding affinity (normalized) is 0.333.